Dataset: Forward reaction prediction with 1.9M reactions from USPTO patents (1976-2016). Task: Predict the product of the given reaction. (1) Given the reactants [NH2:1][C:2]1[CH:7]=[C:6]([Cl:8])[CH:5]=[CH:4][C:3]=1[SH:9].[Br:10][C:11]1[CH:12]=[C:13]([CH:16]=[C:17]([Br:20])[C:18]=1[OH:19])[CH:14]=O, predict the reaction product. The product is: [Br:10][C:11]1[CH:12]=[C:13]([C:14]2[S:9][C:3]3[CH:4]=[CH:5][C:6]([Cl:8])=[CH:7][C:2]=3[N:1]=2)[CH:16]=[C:17]([Br:20])[C:18]=1[OH:19]. (2) Given the reactants [F:1][C:2]([F:29])([F:28])[C:3]([NH:5][C:6]1[CH:11]=[C:10]([O:12]C)[CH:9]=[CH:8][C:7]=1[S:14](=[O:27])(=[O:26])[NH:15][C:16]1[CH:17]=[CH:18][C:19]2[CH2:23][O:22][B:21]([OH:24])[C:20]=2[CH:25]=1)=[O:4].B(Br)(Br)Br.O, predict the reaction product. The product is: [F:28][C:2]([F:1])([F:29])[C:3]([NH:5][C:6]1[CH:11]=[C:10]([OH:12])[CH:9]=[CH:8][C:7]=1[S:14](=[O:27])(=[O:26])[NH:15][C:16]1[CH:17]=[CH:18][C:19]2[CH2:23][O:22][B:21]([OH:24])[C:20]=2[CH:25]=1)=[O:4]. (3) Given the reactants [N:1]1[CH:6]=[CH:5][C:4]([C:7]2[CH:15]=[CH:14][CH:13]=[C:12]3[C:8]=2[CH2:9][C:10](=[O:16])[NH:11]3)=[CH:3][CH:2]=1.[CH3:17][C:18]1[C:22]([C:23]([N:25]2[CH2:30][CH2:29][CH2:28][CH2:27][CH2:26]2)=[O:24])=[CH:21][NH:20][C:19]=1[CH:31]=O.N1CCCCC1, predict the reaction product. The product is: [CH3:17][C:18]1[C:22]([C:23]([N:25]2[CH2:30][CH2:29][CH2:28][CH2:27][CH2:26]2)=[O:24])=[CH:21][NH:20][C:19]=1[CH:31]=[C:9]1[C:8]2[C:12](=[CH:13][CH:14]=[CH:15][C:7]=2[C:4]2[CH:5]=[CH:6][N:1]=[CH:2][CH:3]=2)[NH:11][C:10]1=[O:16]. (4) Given the reactants [NH2:1][C:2]1[CH:3]=[C:4]([C:8]2[C:16]3[O:15][C:14]([C:17]([NH:19][C@@H:20]4[CH:25]5[CH2:26][CH2:27][N:22]([CH2:23][CH2:24]5)[CH2:21]4)=[O:18])=[CH:13][C:12]=3[CH:11]=[CH:10][CH:9]=2)[CH:5]=[CH:6][CH:7]=1.[CH:28]1([C:33]([Cl:35])=[O:34])[CH2:32][CH2:31][CH2:30][CH2:29]1, predict the reaction product. The product is: [ClH:35].[N:22]12[CH2:23][CH2:24][CH:25]([CH2:26][CH2:27]1)[C@@H:20]([NH:19][C:17]([C:14]1[O:15][C:16]3[C:8]([C:4]4[CH:5]=[CH:6][CH:7]=[C:2]([NH:1][C:33]([CH:28]5[CH2:32][CH2:31][CH2:30][CH2:29]5)=[O:34])[CH:3]=4)=[CH:9][CH:10]=[CH:11][C:12]=3[CH:13]=1)=[O:18])[CH2:21]2. (5) Given the reactants FC(F)(F)C(O)=O.C(OC([N:15]1[C@@H:19]([CH2:20][C@@H:21]([O:24][C:25]2[CH:30]=[CH:29][CH:28]=[C:27]([O:31][CH2:32][C:33]3[CH:38]=[CH:37][CH:36]=[CH:35][CH:34]=3)[CH:26]=2)[CH2:22][CH3:23])[CH2:18][O:17]C1(C)C)=O)(C)(C)C, predict the reaction product. The product is: [NH2:15][C@@H:19]([CH2:20][C@@H:21]([O:24][C:25]1[CH:30]=[CH:29][CH:28]=[C:27]([O:31][CH2:32][C:33]2[CH:38]=[CH:37][CH:36]=[CH:35][CH:34]=2)[CH:26]=1)[CH2:22][CH3:23])[CH2:18][OH:17]. (6) Given the reactants N1C=CN=C1.C(O[C:10]1[CH:19]=[C:18]2[C:13]([CH:14]=[C:15]([C:20]3[CH:25]=[CH:24][C:23](OC)=[CH:22][CH:21]=3)[CH2:16][O:17]2)=[CH:12][CH:11]=1)(=O)C, predict the reaction product. The product is: [O:17]1[C:18]2[C:13](=[CH:12][CH:11]=[CH:10][CH:19]=2)[CH:14]=[C:15]([C:20]2[CH:25]=[CH:24][CH:23]=[CH:22][CH:21]=2)[CH2:16]1. (7) Given the reactants [CH2:1]([C:3]1[CH:8]=[CH:7][C:6]([O:9][C:10]2[CH:15]=[CH:14][C:13]([N+:16]([O-])=O)=[CH:12][C:11]=2[C:19]([F:22])([F:21])[F:20])=[C:5]([O:23][CH3:24])[CH:4]=1)[CH3:2], predict the reaction product. The product is: [CH2:1]([C:3]1[CH:8]=[CH:7][C:6]([O:9][C:10]2[CH:15]=[CH:14][C:13]([NH2:16])=[CH:12][C:11]=2[C:19]([F:20])([F:22])[F:21])=[C:5]([O:23][CH3:24])[CH:4]=1)[CH3:2]. (8) Given the reactants [CH3:1][O:2][C:3]1[CH:8]=[CH:7][C:6]([CH:9]=[CH:10][C:11]([OH:13])=O)=[CH:5][CH:4]=1.[NH2:14][C@@H:15]([CH2:23][OH:24])[CH2:16][C:17]1[CH:22]=[CH:21][CH:20]=[CH:19][CH:18]=1, predict the reaction product. The product is: [CH2:16]([CH:15]([NH:14][C:11](=[O:13])[CH:10]=[CH:9][C:6]1[CH:5]=[CH:4][C:3]([O:2][CH3:1])=[CH:8][CH:7]=1)[CH2:23][OH:24])[C:17]1[CH:22]=[CH:21][CH:20]=[CH:19][CH:18]=1.